Predict the product of the given reaction. From a dataset of Forward reaction prediction with 1.9M reactions from USPTO patents (1976-2016). (1) The product is: [F:34][C:2]([F:1])([F:33])[C:3]1[CH:4]=[C:5]([C@H:13]([O:15][CH:16]2[O:24][CH2:23][C@@H:19]3[CH2:20][N:21]([C:35]4[CH2:39][CH2:38][C:37](=[O:40])[CH:36]=4)[CH2:22][C@H:18]3[C@@H:17]2[C:25]2[CH:30]=[CH:29][C:28]([F:31])=[CH:27][C:26]=2[CH3:32])[CH3:14])[CH:6]=[C:7]([C:9]([F:12])([F:10])[F:11])[CH:8]=1. Given the reactants [F:1][C:2]([F:34])([F:33])[C:3]1[CH:4]=[C:5]([C@H:13]([O:15][C@H:16]2[O:24][CH2:23][C@@H:19]3[CH2:20][NH:21][CH2:22][C@H:18]3[C@@H:17]2[C:25]2[CH:30]=[CH:29][C:28]([F:31])=[CH:27][C:26]=2[CH3:32])[CH3:14])[CH:6]=[C:7]([C:9]([F:12])([F:11])[F:10])[CH:8]=1.[C:35]1(=O)[CH2:39][CH2:38][C:37](=[O:40])[CH2:36]1, predict the reaction product. (2) Given the reactants F[C:2]1[C:11]([N+:12]([O-:14])=[O:13])=[CH:10][CH:9]=[CH:8][C:3]=1[C:4]([O:6][CH3:7])=[O:5].C(=O)([O-])[O-].[K+].[K+].[CH3:21][NH2:22].C1COCC1, predict the reaction product. The product is: [CH3:21][NH:22][C:2]1[C:11]([N+:12]([O-:14])=[O:13])=[CH:10][CH:9]=[CH:8][C:3]=1[C:4]([O:6][CH3:7])=[O:5]. (3) Given the reactants C(OC([N:8]1[CH2:13][CH2:12][CH:11]([CH2:14][O:15][C:16]2[CH:21]=[CH:20][C:19]([C:22]3[CH2:23][CH2:24][N:25]([S:28]([CH3:31])(=[O:30])=[O:29])[CH2:26][CH:27]=3)=C[C:17]=2F)[CH2:10][CH2:9]1)=O)(C)(C)C.C(=O)([O-])[O-].[K+].[K+].C(#[N:41])C.CS(O[CH2:47][C:48]1([C:51]([F:54])([F:53])[F:52])[CH2:50][CH2:49]1)(=O)=O, predict the reaction product. The product is: [CH3:31][S:28]([N:25]1[CH2:26][CH:27]=[C:22]([C:19]2[CH:20]=[CH:21][C:16]([O:15][CH2:14][CH:11]3[CH2:12][CH2:13][N:8]([CH2:47][C:48]4([C:51]([F:52])([F:53])[F:54])[CH2:49][CH2:50]4)[CH2:9][CH2:10]3)=[CH:17][N:41]=2)[CH2:23][CH2:24]1)(=[O:30])=[O:29]. (4) Given the reactants [C:1]([N:8]1[CH2:13][CH2:12][NH:11][CH2:10][CH2:9]1)([O:3][C:4]([CH3:7])([CH3:6])[CH3:5])=[O:2].[C:14](#[N:17])[CH:15]=[CH2:16], predict the reaction product. The product is: [C:4]([O:3][C:1]([N:8]1[CH2:9][CH2:10][N:11]([CH2:16][CH2:15][C:14]#[N:17])[CH2:12][CH2:13]1)=[O:2])([CH3:7])([CH3:6])[CH3:5]. (5) Given the reactants [NH:1]1[CH2:6][CH2:5][CH:4]([CH:7]2[C:20]3[CH:19]=[CH:18][C:17]([C:21]4[CH:22]=[N:23][CH:24]=[CH:25][CH:26]=4)=[CH:16][C:15]=3[O:14][C:13]3[C:8]2=[CH:9][CH:10]=[CH:11][CH:12]=3)[CH2:3][CH2:2]1.C(N(CC)C([C:32]1[CH:33]=[CH:34][C:35]2[CH:36](C3CCNCC3)[C:37]3C(O[C:44]=2[CH:45]=1)=CC=CC=3)=O)C.C1(CC=O)C=CC=CC=1.O1C=CC(C=O)=C1, predict the reaction product. The product is: [CH2:37]([N:1]1[CH2:2][CH2:3][CH:4]([CH:7]2[C:20]3[CH:19]=[CH:18][C:17]([C:21]4[CH:22]=[N:23][CH:24]=[CH:25][CH:26]=4)=[CH:16][C:15]=3[O:14][C:13]3[C:8]2=[CH:9][CH:10]=[CH:11][CH:12]=3)[CH2:5][CH2:6]1)[CH2:36][C:35]1[CH:44]=[CH:45][CH:32]=[CH:33][CH:34]=1. (6) Given the reactants C1(P(C2C=CC=CC=2)C2C3OC4C(=CC=CC=4P(C4C=CC=CC=4)C4C=CC=CC=4)C(C)(C)C=3C=CC=2)C=CC=CC=1.C(=O)([O-])[O-].[Cs+].[Cs+].Br[C:50]1[C:55]([Br:56])=[CH:54][CH:53]=[CH:52][N:51]=1.[CH3:57][O:58][C:59]1[C:60]([NH2:65])=[CH:61][CH:62]=[CH:63][CH:64]=1, predict the reaction product. The product is: [Br:56][C:55]1[C:50]([NH:65][C:60]2[CH:61]=[CH:62][CH:63]=[CH:64][C:59]=2[O:58][CH3:57])=[N:51][CH:52]=[CH:53][CH:54]=1.